Task: Predict the reaction yield, written as a fraction of the theoretical maximum amount of product (1.0 means a 100% yield; for example, 0.34 means a 34% yield).. Dataset: Reaction yield outcomes from USPTO patents with 853,638 reactions The reactants are [CH3:1][C:2]1[N:3]=[C:4]([N:12]2[CH2:15][CH:14]([NH:16][CH3:17])[CH2:13]2)[S:5][C:6]=1[C:7]([O:9][CH2:10][CH3:11])=[O:8].[Cl:18][C:19]1[N:20]=[C:21]([C:26]([OH:28])=O)[NH:22][C:23]=1[CH2:24][CH3:25].CCN=C=NCCCN(C)C.Cl.ON1C2C=CC=CC=2N=N1.CN1CCOCC1. No catalyst specified. The product is [Cl:18][C:19]1[N:20]=[C:21]([C:26]([N:16]([CH3:17])[CH:14]2[CH2:13][N:12]([C:4]3[S:5][C:6]([C:7]([O:9][CH2:10][CH3:11])=[O:8])=[C:2]([CH3:1])[N:3]=3)[CH2:15]2)=[O:28])[NH:22][C:23]=1[CH2:24][CH3:25]. The yield is 0.910.